This data is from NCI-60 drug combinations with 297,098 pairs across 59 cell lines. The task is: Regression. Given two drug SMILES strings and cell line genomic features, predict the synergy score measuring deviation from expected non-interaction effect. (1) Drug 1: CC1=C2C(C(=O)C3(C(CC4C(C3C(C(C2(C)C)(CC1OC(=O)C(C(C5=CC=CC=C5)NC(=O)OC(C)(C)C)O)O)OC(=O)C6=CC=CC=C6)(CO4)OC(=O)C)OC)C)OC. Drug 2: C1=CC=C(C=C1)NC(=O)CCCCCCC(=O)NO. Cell line: PC-3. Synergy scores: CSS=52.8, Synergy_ZIP=6.49, Synergy_Bliss=7.65, Synergy_Loewe=-7.55, Synergy_HSA=11.9. (2) Drug 1: CC=C1C(=O)NC(C(=O)OC2CC(=O)NC(C(=O)NC(CSSCCC=C2)C(=O)N1)C(C)C)C(C)C. Drug 2: CC1=C(C(=CC=C1)Cl)NC(=O)C2=CN=C(S2)NC3=CC(=NC(=N3)C)N4CCN(CC4)CCO. Cell line: BT-549. Synergy scores: CSS=41.5, Synergy_ZIP=-0.365, Synergy_Bliss=-1.30, Synergy_Loewe=-46.8, Synergy_HSA=-2.30. (3) Drug 1: CC=C1C(=O)NC(C(=O)OC2CC(=O)NC(C(=O)NC(CSSCCC=C2)C(=O)N1)C(C)C)C(C)C. Drug 2: CN(C(=O)NC(C=O)C(C(C(CO)O)O)O)N=O. Cell line: SN12C. Synergy scores: CSS=2.64, Synergy_ZIP=4.89, Synergy_Bliss=3.71, Synergy_Loewe=-17.5, Synergy_HSA=-0.656.